From a dataset of Forward reaction prediction with 1.9M reactions from USPTO patents (1976-2016). Predict the product of the given reaction. (1) Given the reactants Br[C:2]1[C:3]([C:12]([O:14][CH3:15])=[O:13])=[CH:4][C:5]([O:8][CH:9]([CH3:11])[CH3:10])=[N:6][CH:7]=1.[CH:16]([N:18]1[C:22](=[O:23])[C:21]2=[CH:24][CH:25]=[CH:26][CH:27]=[C:20]2[C:19]1=[O:28])=[CH2:17].C([O-])([O-])=O.[K+].[K+], predict the reaction product. The product is: [O:28]=[C:19]1[C:20]2[C:21](=[CH:24][CH:25]=[CH:26][CH:27]=2)[C:22](=[O:23])[N:18]1/[CH:16]=[CH:17]/[C:2]1[C:3]([C:12]([O:14][CH3:15])=[O:13])=[CH:4][C:5]([O:8][CH:9]([CH3:11])[CH3:10])=[N:6][CH:7]=1. (2) Given the reactants [Br:1][C:2]1[C:11]2[C:6](=[CH:7][CH:8]=[CH:9][CH:10]=2)[C:5](C2C=CC=CC=2C=O)=[CH:4][CH:3]=1.[Cl-].COC[P+]([C:37]1[CH:42]=[CH:41][CH:40]=[CH:39][CH:38]=1)([C:37]1[CH:42]=[CH:41][CH:40]=[CH:39][CH:38]=1)[C:37]1[CH:42]=[CH:41][CH:40]=[CH:39][CH:38]=1.[O:43]1[CH2:47]C[CH2:45][CH2:44]1.C(O[K])(C)(C)C, predict the reaction product. The product is: [Br:1][C:2]1[C:11]2[C:6](=[CH:7][CH:8]=[CH:9][CH:10]=2)[C:5]([C:37]2[CH:38]=[CH:39][CH:40]=[CH:41][C:42]=2[CH:45]=[CH:44][O:43][CH3:47])=[CH:4][CH:3]=1. (3) Given the reactants [CH2:1]([O:3][C:4](=[O:14])[C:5]1[CH:10]=[C:9](Br)[CH:8]=[N:7][C:6]=1[NH:12][CH3:13])[CH3:2].C(=O)([O-])[O-].[K+].[K+].[C:21]1(B(O)O)[CH:26]=[CH:25][CH:24]=[CH:23][CH:22]=1.O1CCOCC1, predict the reaction product. The product is: [CH2:1]([O:3][C:4](=[O:14])[C:5]1[CH:10]=[C:9]([C:21]2[CH:26]=[CH:25][CH:24]=[CH:23][CH:22]=2)[CH:8]=[N:7][C:6]=1[NH:12][CH3:13])[CH3:2]. (4) Given the reactants [Br:1][C:2]1[CH:3]=[C:4]([CH:6]=[CH:7][C:8]=1[CH3:9])[NH2:5].[F:10][C:11]([F:22])([F:21])[C:12]1[CH:13]=[C:14]([CH:18]=[CH:19][CH:20]=1)[C:15](Cl)=[O:16].C(N(CC)CC)C, predict the reaction product. The product is: [Br:1][C:2]1[CH:3]=[C:4]([NH:5][C:15](=[O:16])[C:14]2[CH:18]=[CH:19][CH:20]=[C:12]([C:11]([F:10])([F:21])[F:22])[CH:13]=2)[CH:6]=[CH:7][C:8]=1[CH3:9]. (5) Given the reactants [CH2:1]([N:8]1[CH2:13][CH2:12][CH:11]([OH:14])[CH2:10][CH2:9]1)[C:2]1[CH:7]=[CH:6][CH:5]=[CH:4][CH:3]=1.C(N(CC)CC)C.[CH3:22][C:23]([CH3:28])([CH3:27])[C:24](Cl)=[O:25], predict the reaction product. The product is: [CH2:1]([N:8]1[CH2:13][CH2:12][CH:11]([O:14][C:24](=[O:25])[C:23]([CH3:28])([CH3:27])[CH3:22])[CH2:10][CH2:9]1)[C:2]1[CH:3]=[CH:4][CH:5]=[CH:6][CH:7]=1.